Dataset: Retrosynthesis with 50K atom-mapped reactions and 10 reaction types from USPTO. Task: Predict the reactants needed to synthesize the given product. (1) Given the product Cc1n[nH]c2nccc(Oc3ccc(NC(=O)Nc4ccccn4)cc3F)c12, predict the reactants needed to synthesize it. The reactants are: COc1ccc(Cn2nc(C)c3c(Oc4ccc(NC(=O)Nc5ccccn5)cc4F)ccnc32)cc1. (2) Given the product OC[C@H](O)Cc1cnc(C2(F)CCNCC2)c(F)c1, predict the reactants needed to synthesize it. The reactants are: CC(C)(C)OC(=O)N1CCC(F)(c2ncc(C[C@@H](O)CO)cc2F)CC1. (3) Given the product CC(C)(C)OC(=O)Nc1cc(F)cc2c1ccn2Cc1ccc(Cl)cc1, predict the reactants needed to synthesize it. The reactants are: CC(C)(C)OC(=O)OC(=O)OC(C)(C)C.Nc1cc(F)cc2c1ccn2Cc1ccc(Cl)cc1. (4) Given the product COc1cc(OC)c(Cl)c(-c2ncc3c(-c4ccc(N5CCN(C)CC5)cc4)n[nH]c3n2)c1Cl, predict the reactants needed to synthesize it. The reactants are: CN1CCN(c2ccc(B3OC(C)(C)C(C)(C)O3)cc2)CC1.COc1cc(OC)c(Cl)c(-c2ncc3c(I)n[nH]c3n2)c1Cl. (5) Given the product COc1cc2ccc(C#N)cc2cc1NC(C)=O, predict the reactants needed to synthesize it. The reactants are: COc1cc2ccc(Br)cc2cc1NC(C)=O.[C-]#N. (6) Given the product CCCCCCCCCCOCC1CO1, predict the reactants needed to synthesize it. The reactants are: CCCCCCCCCCOCC(O)CCl. (7) Given the product CCC[C@H](NC(=O)[C@@H]1C[C@@H](S(=O)(=O)c2ccccc2Cl)CN1C(=O)C1(c2ncc(Cl)cc2F)CC1)C(=O)C(=O)NCc1ccccc1, predict the reactants needed to synthesize it. The reactants are: CCC[C@H](N)C(=O)C(=O)NCc1ccccc1.O=C(O)[C@@H]1C[C@@H](S(=O)(=O)c2ccccc2Cl)CN1C(=O)C1(c2ncc(Cl)cc2F)CC1. (8) Given the product CO[C@@H]1CN(CCn2c(=O)ccc3ccc(C#N)cc32)CC[C@H]1N, predict the reactants needed to synthesize it. The reactants are: CO[C@@H]1CN(CCn2c(=O)ccc3ccc(C#N)cc32)CC[C@H]1NC(=O)OC(C)(C)C.